The task is: Regression. Given a peptide amino acid sequence and an MHC pseudo amino acid sequence, predict their binding affinity value. This is MHC class I binding data.. This data is from Peptide-MHC class I binding affinity with 185,985 pairs from IEDB/IMGT. (1) The peptide sequence is EWANFKFR. The MHC is H-2-Db with pseudo-sequence H-2-Db. The binding affinity (normalized) is 0. (2) The peptide sequence is DFGYATMAK. The MHC is HLA-B07:02 with pseudo-sequence HLA-B07:02. The binding affinity (normalized) is 0.0847.